Dataset: Blood-brain barrier permeability classification from the B3DB database. Task: Regression/Classification. Given a drug SMILES string, predict its absorption, distribution, metabolism, or excretion properties. Task type varies by dataset: regression for continuous measurements (e.g., permeability, clearance, half-life) or binary classification for categorical outcomes (e.g., BBB penetration, CYP inhibition). Dataset: b3db_classification. The drug is O=C(Cc1ccc(Cl)c(Cl)c1)N1CCc2occc2C1CN1CCCC1. The result is 1 (penetrates BBB).